Task: Binary Classification. Given a T-cell receptor sequence (or CDR3 region) and an epitope sequence, predict whether binding occurs between them.. Dataset: TCR-epitope binding with 47,182 pairs between 192 epitopes and 23,139 TCRs (1) The epitope is KEIDRLNEV. The TCR CDR3 sequence is CASSEFVTEAFF. Result: 0 (the TCR does not bind to the epitope). (2) The epitope is SSNVANYQK. The TCR CDR3 sequence is GKGGDFSYEQYF. Result: 0 (the TCR does not bind to the epitope). (3) The epitope is VVYRGTTTY. The TCR CDR3 sequence is CASSTFGATQEIQYF. Result: 0 (the TCR does not bind to the epitope). (4) The epitope is VSFIEFVGW. The TCR CDR3 sequence is CATQRLGSYNEQFF. Result: 0 (the TCR does not bind to the epitope). (5) The epitope is FLNRFTTTL. The TCR CDR3 sequence is CASSARTSGGLDEQYF. Result: 0 (the TCR does not bind to the epitope). (6) The epitope is AYAQKIFKI. The TCR CDR3 sequence is CASSYGAGGYNEQFF. Result: 1 (the TCR binds to the epitope).